From a dataset of Forward reaction prediction with 1.9M reactions from USPTO patents (1976-2016). Predict the product of the given reaction. (1) Given the reactants [F:1][C:2]([F:29])([F:28])[C:3]1[CH:4]=[C:5]([C:9]([CH3:27])=[CH:10][C:11]([C:13]2[CH:18]=[CH:17][C:16]([C:19]3[CH:24]=[CH:23][C:22](C=O)=[CH:21][CH:20]=3)=[CH:15][CH:14]=2)=[O:12])[CH:6]=[CH:7][CH:8]=1.CN1CCC(=C2[C:45]3[N:46]=[CH:47]C=[CH:49][C:44]=3[CH2:43]CC3C=CC=CC2=3)CC1.[CH:52](=[O:59])C1C=CC=CC=1.Cl.N(CC(O)=[O:65])C, predict the reaction product. The product is: [CH3:52][O:59][C:43]([CH:44]1[CH2:49][N:46]([CH2:47][C:22]2[CH:23]=[CH:24][C:19]([C:16]3[CH:17]=[CH:18][C:13]([C:11](=[O:12])[CH:10]=[C:9]([C:5]4[CH:6]=[CH:7][CH:8]=[C:3]([C:2]([F:1])([F:29])[F:28])[CH:4]=4)[CH3:27])=[CH:14][CH:15]=3)=[CH:20][CH:21]=2)[CH2:45]1)=[O:65]. (2) Given the reactants C(=O)C1C=CC([CH:6]=[O:7])=CC=1.[CH3:11][C:12]1[CH:17]=[CH:16][C:15]([CH3:18])=[CH:14][C:13]=1[OH:19].[OH2:20].[C:21]1([CH3:31])[CH:26]=[CH:25][C:24](S(O)(=O)=O)=[CH:23][CH:22]=1.[C:32]1([CH3:39])[C:33]([CH3:38])=[CH:34][CH:35]=[CH:36][CH:37]=1, predict the reaction product. The product is: [OH:19][C:13]1[C:12]([CH3:11])=[CH:17][C:16]([C:37]2[C:32]([C:39]3[CH:26]=[C:21]([CH3:31])[C:22]([OH:20])=[CH:23][C:24]=3[CH3:25])=[C:33]([CH3:38])[CH:34]=[CH:35][C:36]=2[CH:6]=[O:7])=[C:15]([CH3:18])[CH:14]=1. (3) Given the reactants [Cl:1][C:2]1[C:10]2[N:9]=[C:8]3[N:11]([C:15]4[CH:20]=[CH:19][C:18]([Cl:21])=[CH:17][C:16]=4[Cl:22])[CH2:12][CH2:13][CH2:14][N:7]3[C:6]=2[C:5]([CH:23]([OH:26])[CH2:24][CH3:25])=[CH:4][CH:3]=1.[H-].[Na+].[SiH3][O:30][SiH3].[F-].C([N+](CC[CH2:48][CH3:49])(CCCC)CCCC)CCC, predict the reaction product. The product is: [Cl:1][C:2]1[C:10]2[N:9]=[C:8]3[N:11]([C:15]4[CH:20]=[CH:19][C:18]([Cl:21])=[CH:17][C:16]=4[Cl:22])[CH2:12][CH2:13][CH2:14][N:7]3[C:6]=2[C:5]([CH:23]([CH2:24][CH3:25])[O:26][CH2:49][CH2:48][OH:30])=[CH:4][CH:3]=1. (4) Given the reactants [CH3:1][C@H:2]1[CH2:6][CH2:5][CH2:4][N:3]1[C@H:7]1[CH2:11][CH2:10][N:9]([C:12]2[CH:13]=[C:14]3[C:19](=[CH:20][CH:21]=2)[CH2:18][NH:17][CH2:16][CH2:15]3)[CH2:8]1.Br[C:23]1[CH:24]=[N:25][CH:26]=[C:27]([O:29][CH3:30])[CH:28]=1, predict the reaction product. The product is: [CH3:30][O:29][C:27]1[CH:28]=[C:23]([N:17]2[CH2:16][CH2:15][C:14]3[C:19](=[CH:20][CH:21]=[C:12]([N:9]4[CH2:10][CH2:11][C@H:7]([N:3]5[CH2:4][CH2:5][CH2:6][C@@H:2]5[CH3:1])[CH2:8]4)[CH:13]=3)[CH2:18]2)[CH:24]=[N:25][CH:26]=1. (5) Given the reactants F[C:2]1[CH:9]=[CH:8][C:5]([C:6]#[N:7])=[C:4]([CH3:10])[CH:3]=1.[C:11]([O:15][C:16]([N:18]1[CH2:23][CH2:22][CH2:21][CH:20]([OH:24])[CH2:19]1)=[O:17])([CH3:14])([CH3:13])[CH3:12].[H-].[Na+], predict the reaction product. The product is: [C:11]([O:15][C:16]([N:18]1[CH2:23][CH2:22][CH2:21][CH:20]([O:24][C:2]2[CH:9]=[CH:8][C:5]([C:6]#[N:7])=[C:4]([CH3:10])[CH:3]=2)[CH2:19]1)=[O:17])([CH3:14])([CH3:12])[CH3:13]. (6) The product is: [C:24]([O:28][C:29]([N:31]1[CH2:36][CH2:35][N:34]([C:10]2[C:9]3[C:4](=[CH:5][C:6]([O:15][CH3:16])=[C:7]([O:13][CH3:14])[CH:8]=3)[N:3]=[C:2]([Cl:1])[N:11]=2)[CH2:33][CH2:32]1)=[O:30])([CH3:27])([CH3:25])[CH3:26]. Given the reactants [Cl:1][C:2]1[N:11]=[C:10](Cl)[C:9]2[C:4](=[CH:5][C:6]([O:15][CH3:16])=[C:7]([O:13][CH3:14])[CH:8]=2)[N:3]=1.C(N(CC)CC)C.[C:24]([O:28][C:29]([N:31]1[CH2:36][CH2:35][NH:34][CH2:33][CH2:32]1)=[O:30])([CH3:27])([CH3:26])[CH3:25].[Cl-].[Na+], predict the reaction product.